This data is from Full USPTO retrosynthesis dataset with 1.9M reactions from patents (1976-2016). The task is: Predict the reactants needed to synthesize the given product. (1) Given the product [Cl:1][C:2]1[CH:7]=[CH:6][C:5]([C@@H:8]([C:16]2[CH:21]=[CH:20][CH:19]=[CH:18][N:17]=2)[O:9][CH:10]2[CH2:11][CH2:12][NH:13][CH2:14][CH2:15]2)=[CH:4][CH:3]=1, predict the reactants needed to synthesize it. The reactants are: [Cl:1][C:2]1[CH:7]=[CH:6][C:5]([CH:8]([C:16]2[CH:21]=[CH:20][CH:19]=[CH:18][N:17]=2)[O:9][CH:10]2[CH2:15][CH2:14][NH:13][CH2:12][CH2:11]2)=[CH:4][CH:3]=1.O[C@@H]([C@@H](C1C=CC(OC)=CC=1)SC1C=CC=CC=1[N+]([O-])=O)C(O)=O. (2) Given the product [CH2:1]([O:4][CH2:5][CH2:6][CH2:7][N:8]1[CH2:13][CH2:12][C:11](=[N:16][OH:17])[CH2:10][CH2:9]1)[CH2:2][CH3:3], predict the reactants needed to synthesize it. The reactants are: [CH2:1]([O:4][CH2:5][CH2:6][CH2:7][N:8]1[CH2:13][CH2:12][C:11](=O)[CH2:10][CH2:9]1)[CH2:2][CH3:3].Cl.[NH2:16][OH:17]. (3) Given the product [CH2:1]([N:8]1[CH2:12][CH:11]([C:13]2[CH:18]=[CH:17][C:16]([F:19])=[CH:15][CH:14]=2)[CH:10]([CH2:20][NH:33][CH3:32])[CH2:9]1)[C:2]1[CH:7]=[CH:6][CH:5]=[CH:4][CH:3]=1, predict the reactants needed to synthesize it. The reactants are: [CH2:1]([N:8]1[CH2:12][CH:11]([C:13]2[CH:18]=[CH:17][C:16]([F:19])=[CH:15][CH:14]=2)[CH:10]([CH2:20]OS(C2C=CC(C)=CC=2)(=O)=O)[CH2:9]1)[C:2]1[CH:7]=[CH:6][CH:5]=[CH:4][CH:3]=1.[CH3:32][NH2:33]. (4) Given the product [C:3]1([O:2][C:1](=[O:9])[NH:11][C:12]2[S:13][C:14]3[CH:20]=[C:19]([S:21][C:22]#[N:23])[CH:18]=[CH:17][C:15]=3[N:16]=2)[CH:8]=[CH:7][CH:6]=[CH:5][CH:4]=1, predict the reactants needed to synthesize it. The reactants are: [C:1](Cl)(=[O:9])[O:2][C:3]1[CH:8]=[CH:7][CH:6]=[CH:5][CH:4]=1.[NH2:11][C:12]1[S:13][C:14]2[CH:20]=[C:19]([S:21][C:22]#[N:23])[CH:18]=[CH:17][C:15]=2[N:16]=1.C(=O)([O-])O.[Na+]. (5) Given the product [OH:29][CH2:28][C:27]([NH:26][C:23]1[N:24]=[CH:25][C:20]([NH:19][C:12]([C:10]2[N:11]=[C:7]([C:1]3[CH:2]=[CH:3][CH:4]=[CH:5][CH:6]=3)[O:8][C:9]=2[C:15]([F:18])([F:17])[F:16])=[O:14])=[CH:21][CH:22]=1)([CH3:30])[CH3:31], predict the reactants needed to synthesize it. The reactants are: [C:1]1([C:7]2[O:8][C:9]([C:15]([F:18])([F:17])[F:16])=[C:10]([C:12]([OH:14])=O)[N:11]=2)[CH:6]=[CH:5][CH:4]=[CH:3][CH:2]=1.[NH2:19][C:20]1[CH:21]=[CH:22][C:23]([NH:26][C:27]([CH3:31])([CH3:30])[CH2:28][OH:29])=[N:24][CH:25]=1. (6) Given the product [Cl:23][C:24]1[CH:25]=[CH:26][C:27]([O:47][CH2:48][CH:49]([CH3:51])[CH3:50])=[C:28]([CH2:30][C:31]2[O:35][C:34]([C:36]3[NH:40][C:39]4[CH:41]=[CH:42][C:43]([CH:45]=[O:46])=[CH:44][C:38]=4[N:37]=3)=[CH:33][CH:32]=2)[CH:29]=1, predict the reactants needed to synthesize it. The reactants are: CC(OI1(OC(C)=O)(OC(C)=O)OC(=O)C2C=CC=CC1=2)=O.[Cl:23][C:24]1[CH:25]=[CH:26][C:27]([O:47][CH2:48][CH:49]([CH3:51])[CH3:50])=[C:28]([CH2:30][C:31]2[O:35][C:34]([C:36]3[NH:40][C:39]4[CH:41]=[CH:42][C:43]([CH2:45][OH:46])=[CH:44][C:38]=4[N:37]=3)=[CH:33][CH:32]=2)[CH:29]=1.